The task is: Predict the reactants needed to synthesize the given product.. This data is from Full USPTO retrosynthesis dataset with 1.9M reactions from patents (1976-2016). (1) Given the product [C:1]([O:4][CH2:5][C:6]([NH:26][CH2:27][C:28]1[CH:33]=[N:32][C:31]([CH2:34][N:35]2[C:40]([CH3:41])=[CH:39][C:38]([O:42][CH2:43][C:44]3[CH:49]=[CH:48][C:47]([F:50])=[CH:46][C:45]=3[F:51])=[C:37]([Br:52])[C:36]2=[O:53])=[CH:30][N:29]=1)=[O:8])(=[O:3])[CH3:2], predict the reactants needed to synthesize it. The reactants are: [C:1]([O:4][CH2:5][C:6]([OH:8])=O)(=[O:3])[CH3:2].ON1C2C=CC=CC=2N=N1.CN1CCOCC1.[NH2:26][CH2:27][C:28]1[N:29]=[CH:30][C:31]([CH2:34][N:35]2[C:40]([CH3:41])=[CH:39][C:38]([O:42][CH2:43][C:44]3[CH:49]=[CH:48][C:47]([F:50])=[CH:46][C:45]=3[F:51])=[C:37]([Br:52])[C:36]2=[O:53])=[N:32][CH:33]=1.C(N=C=NCCCN(C)C)C. (2) Given the product [NH2:1][C:4]1[CH:5]=[C:6]([CH:33]=[CH:34][CH:35]=1)[C:7]([NH:9][CH:10]1[C:15]([Cl:16])=[CH:14][C:13]([C:17]([C:23]2[CH:28]=[CH:27][C:26]([Cl:29])=[CH:25][CH:24]=2)([OH:22])[C:18]([F:19])([F:20])[F:21])=[CH:12][C:11]1([Cl:32])[O:30][CH3:31])=[O:8], predict the reactants needed to synthesize it. The reactants are: [N+:1]([C:4]1[CH:5]=[C:6]([CH:33]=[CH:34][CH:35]=1)[C:7]([NH:9][CH:10]1[C:15]([Cl:16])=[CH:14][C:13]([C:17]([C:23]2[CH:28]=[CH:27][C:26]([Cl:29])=[CH:25][CH:24]=2)([OH:22])[C:18]([F:21])([F:20])[F:19])=[CH:12][C:11]1([Cl:32])[O:30][CH3:31])=[O:8])([O-])=O.[OH-].[Na+].S(S([O-])=O)([O-])=O.[Na+].[Na+].